Dataset: NCI-60 drug combinations with 297,098 pairs across 59 cell lines. Task: Regression. Given two drug SMILES strings and cell line genomic features, predict the synergy score measuring deviation from expected non-interaction effect. (1) Drug 1: C1CCC(CC1)NC(=O)N(CCCl)N=O. Drug 2: CN(C)N=NC1=C(NC=N1)C(=O)N. Cell line: SK-MEL-5. Synergy scores: CSS=11.1, Synergy_ZIP=-4.23, Synergy_Bliss=7.00, Synergy_Loewe=0.383, Synergy_HSA=3.62. (2) Drug 1: C1CCC(C1)C(CC#N)N2C=C(C=N2)C3=C4C=CNC4=NC=N3. Drug 2: CCCCCOC(=O)NC1=NC(=O)N(C=C1F)C2C(C(C(O2)C)O)O. Cell line: SW-620. Synergy scores: CSS=1.34, Synergy_ZIP=0.171, Synergy_Bliss=0.265, Synergy_Loewe=-10.8, Synergy_HSA=-3.86. (3) Drug 1: C(CN)CNCCSP(=O)(O)O. Drug 2: C1C(C(OC1N2C=NC3=C2NC=NCC3O)CO)O. Cell line: HT29. Synergy scores: CSS=-4.27, Synergy_ZIP=1.81, Synergy_Bliss=2.07, Synergy_Loewe=-3.67, Synergy_HSA=-2.93. (4) Drug 1: COC1=CC(=CC(=C1O)OC)C2C3C(COC3=O)C(C4=CC5=C(C=C24)OCO5)OC6C(C(C7C(O6)COC(O7)C8=CC=CS8)O)O. Drug 2: C1CN(CCN1C(=O)CCBr)C(=O)CCBr. Cell line: BT-549. Synergy scores: CSS=42.7, Synergy_ZIP=0.418, Synergy_Bliss=2.23, Synergy_Loewe=-11.1, Synergy_HSA=5.00. (5) Drug 1: CN(C)N=NC1=C(NC=N1)C(=O)N. Drug 2: C1=CC(=CC=C1CCCC(=O)O)N(CCCl)CCCl. Cell line: EKVX. Synergy scores: CSS=5.07, Synergy_ZIP=-3.80, Synergy_Bliss=0.0572, Synergy_Loewe=-4.19, Synergy_HSA=-1.32. (6) Drug 1: CC(C1=C(C=CC(=C1Cl)F)Cl)OC2=C(N=CC(=C2)C3=CN(N=C3)C4CCNCC4)N. Drug 2: C1=NC2=C(N=C(N=C2N1C3C(C(C(O3)CO)O)O)F)N. Cell line: HCT116. Synergy scores: CSS=10.4, Synergy_ZIP=-7.86, Synergy_Bliss=-10.1, Synergy_Loewe=-14.3, Synergy_HSA=-9.52.